Dataset: Catalyst prediction with 721,799 reactions and 888 catalyst types from USPTO. Task: Predict which catalyst facilitates the given reaction. (1) Reactant: [C:1]([C:4]1[CH:9]=[CH:8][C:7](B(O)O)=[CH:6][CH:5]=1)([OH:3])=[O:2].Br[C:14]1[N:19]=[CH:18][CH:17]=[CH:16][N:15]=1.C(=O)([O-])[O-].[Na+].[Na+]. Product: [N:15]1[CH:16]=[CH:17][CH:18]=[N:19][C:14]=1[C:7]1[CH:8]=[CH:9][C:4]([C:1]([OH:3])=[O:2])=[CH:5][CH:6]=1. The catalyst class is: 10. (2) Reactant: [CH3:1][O:2][C:3]1[CH:4]=[C:5](/[CH:15]=[CH:16]/[C:17]([O:19][CH2:20][CH3:21])=[O:18])[CH:6]=[CH:7][C:8]=1[C:9]1[CH:14]=[CH:13][CH:12]=[CH:11][N:10]=1.[I-].[NH2:23][N+:24]1[CH:29]=[CH:28][CH:27]=[CH:26][CH:25]=1. Product: [CH3:1][O:2][C:3]1[CH:4]=[C:5]([C:15]2[C:16]([C:17]([O:19][CH2:20][CH3:21])=[O:18])=[C:25]3[CH:26]=[CH:27][CH:28]=[CH:29][N:24]3[N:23]=2)[CH:6]=[CH:7][C:8]=1[C:9]1[CH:14]=[CH:13][CH:12]=[CH:11][N:10]=1. The catalyst class is: 85. (3) Reactant: [Br:1][C:2]1[CH:3]=[C:4]([C:8](=O)[CH2:9][C:10]#[N:11])[CH:5]=[CH:6][CH:7]=1.O.[NH2:14][NH2:15]. The catalyst class is: 8. Product: [Br:1][C:2]1[CH:3]=[C:4]([C:8]2[CH:9]=[C:10]([NH2:11])[NH:15][N:14]=2)[CH:5]=[CH:6][CH:7]=1. (4) Reactant: [Br:1][C:2]1[C:3]([C:7]([NH2:9])=[O:8])=[N:4][NH:5][CH:6]=1.C(=O)([O-])[O-].[K+].[K+].CS(O[CH:21]1[CH2:26][CH2:25][N:24]([C:27]([O:29][C:30]([CH3:33])([CH3:32])[CH3:31])=[O:28])[CH2:23][CH2:22]1)(=O)=O. Product: [Br:1][C:2]1[C:3]([C:7](=[O:8])[NH2:9])=[N:4][N:5]([CH:21]2[CH2:26][CH2:25][N:24]([C:27]([O:29][C:30]([CH3:33])([CH3:32])[CH3:31])=[O:28])[CH2:23][CH2:22]2)[CH:6]=1. The catalyst class is: 10. (5) Reactant: [Cl:1][C:2]1[CH:7]=[CH:6][CH:5]=[C:4]([F:8])[C:3]=1[C:9]1[NH:13][C:12](=[O:14])[N:11]([C:15]2[CH:23]=[CH:22][C:18]([C:19](O)=[O:20])=[CH:17][CH:16]=2)[N:10]=1.C(N(C(C)C)CC)(C)C.CN(C(ON1N=[N:48][C:43]2[CH:44]=[CH:45][CH:46]=CC1=2)=[N+](C)C)C.[B-](F)(F)(F)F.C1(CN)CC1. Product: [Cl:1][C:2]1[CH:7]=[CH:6][CH:5]=[C:4]([F:8])[C:3]=1[C:9]1[NH:13][C:12](=[O:14])[N:11]([C:15]2[CH:23]=[CH:22][C:18]([C:19]([NH:48][CH2:43][CH:44]3[CH2:46][CH2:45]3)=[O:20])=[CH:17][CH:16]=2)[N:10]=1. The catalyst class is: 1. (6) Reactant: CC12C3(C)[N:6]4[CH2:7][CH2:8][CH2:9][N:10]3[CH2:11][CH2:12][N:13]1[CH2:14][CH:15]([C:17]([O:19][CH3:20])=[O:18])[CH2:16][N:3]2[CH2:4][CH2:5]4.Cl. Product: [NH:6]1[CH2:7][CH2:8][CH2:9][NH:10][CH2:11][CH2:12][NH:13][CH2:14][CH:15]([C:17]([O:19][CH3:20])=[O:18])[CH2:16][NH:3][CH2:4][CH2:5]1. The catalyst class is: 5. (7) Reactant: [CH3:1][C@H:2]([C@H:6]1[C@H:8]([CH2:9][C@H:10]2[CH2:15][O:14][C@@H:13]([CH2:16]/[C:17](/[CH3:33])=[CH:18]/[C:19]([O:21][CH2:22][CH2:23][CH2:24][CH2:25][CH2:26][CH2:27][CH2:28][CH2:29][C:30]([O-:32])=[O:31])=[O:20])[C@H:12]([OH:34])[C@@H:11]2[OH:35])[O:7]1)[C@H:3]([CH3:5])[OH:4].[CH3:36][C@H:37]([C@H:41]1[C@H:43]([CH2:44][C@H:45]2[CH2:50][O:49][C@@H:48]([CH2:51]/[C:52](/[CH3:68])=[CH:53]/[C:54]([O:56][CH2:57][CH2:58][CH2:59][CH2:60][CH2:61][CH2:62][CH2:63][CH2:64][C:65]([O-:67])=[O:66])=[O:55])[C@H:47]([OH:69])[C@@H:46]2[OH:70])[O:42]1)[C@H:38]([CH3:40])[OH:39].[Ca+2:71].[OH2:72]. Product: [CH3:1][C@H:2]([C@H:6]1[C@H:8]([CH2:9][C@H:10]2[CH2:15][O:14][C@@H:13]([CH2:16]/[C:17](/[CH3:33])=[CH:18]/[C:19]([O:21][CH2:22][CH2:23][CH2:24][CH2:25][CH2:26][CH2:27][CH2:28][CH2:29][C:30]([O-:32])=[O:31])=[O:20])[C@H:12]([OH:34])[C@@H:11]2[OH:35])[O:7]1)[C@H:3]([CH3:5])[OH:4].[CH3:36][C@H:37]([C@H:41]1[C@H:43]([CH2:44][C@H:45]2[CH2:50][O:49][C@@H:48]([CH2:51]/[C:52](/[CH3:68])=[CH:53]/[C:54]([O:56][CH2:57][CH2:58][CH2:59][CH2:60][CH2:61][CH2:62][CH2:63][CH2:64][C:65]([O-:67])=[O:66])=[O:55])[C@H:47]([OH:69])[C@@H:46]2[OH:70])[O:42]1)[C@H:38]([CH3:40])[OH:39].[OH2:72].[OH2:4].[Ca+2:71]. The catalyst class is: 5.